This data is from Forward reaction prediction with 1.9M reactions from USPTO patents (1976-2016). The task is: Predict the product of the given reaction. (1) Given the reactants Br[C:2]1[N:6]2[CH:7]=[C:8]([CH2:11][C:12]3[N:16]4[N:17]=[C:18]([C:21]5[CH:22]=[N:23][N:24]([CH3:26])[CH:25]=5)[CH:19]=[CH:20][C:15]4=[N:14][CH:13]=3)[CH:9]=[CH:10][C:5]2=[N:4][CH:3]=1.[CH3:27][N:28]1C(=O)CCC1.C([Cu])#N.CN(C=O)C, predict the reaction product. The product is: [CH3:26][N:24]1[CH:25]=[C:21]([C:18]2[CH:19]=[CH:20][C:15]3[N:16]([C:12]([CH2:11][C:8]4[CH:9]=[CH:10][C:5]5[N:6]([C:2]([C:27]#[N:28])=[CH:3][N:4]=5)[CH:7]=4)=[CH:13][N:14]=3)[N:17]=2)[CH:22]=[N:23]1. (2) Given the reactants [CH3:1][O:2][C:3]([C@H:5]1[N:10]([CH2:11][CH2:12][CH2:13][C:14](OC(C)(C)C)=[O:15])[C:9](=[O:21])[CH:8]([CH3:22])[N:7]([C:23]([O:25][CH2:26][C:27]2[CH:32]=[CH:31][CH:30]=[CH:29][CH:28]=2)=[O:24])[CH2:6]1)=[O:4].Cl.CN(C(ON1N=NC2C=CC=NC1=2)=[N+](C)C)C.F[P-](F)(F)(F)(F)F.Cl.[CH2:59]1[C:61]2([CH2:66][CH2:65][NH:64][CH2:63][C@H:62]2[OH:67])[CH2:60]1.C(N(CC)CC)C, predict the reaction product. The product is: [CH3:1][O:2][C:3]([C@H:5]1[N:10]([CH2:11][CH2:12][CH2:13][C:14]([N:64]2[CH2:65][CH2:66][C:61]3([CH2:59][CH2:60]3)[C@H:62]([OH:67])[CH2:63]2)=[O:15])[C:9](=[O:21])[CH:8]([CH3:22])[N:7]([C:23]([O:25][CH2:26][C:27]2[CH:28]=[CH:29][CH:30]=[CH:31][CH:32]=2)=[O:24])[CH2:6]1)=[O:4]. (3) The product is: [C:1]([C:3]1[CH:8]=[CH:7][C:6]([NH:9][C:10]([C:12]2([CH3:31])[CH2:16][C:15]([C:17]3[CH:22]=[CH:21][C:20]([F:23])=[CH:19][CH:18]=3)=[N:14][NH:13]2)=[O:11])=[CH:5][C:4]=1[C:32]([F:35])([F:34])[F:33])#[N:2]. Given the reactants [C:1]([C:3]1[CH:8]=[CH:7][C:6]([NH:9][C:10]([C:12]2([CH3:31])[CH2:16][C:15]([C:17]3[CH:22]=[CH:21][C:20]([F:23])=[CH:19][CH:18]=3)=[N:14][N:13]2CC2C=CC=CC=2)=[O:11])=[CH:5][C:4]=1[C:32]([F:35])([F:34])[F:33])#[N:2], predict the reaction product. (4) Given the reactants C(=O)([O-])[O-].[K+].[K+].Cl.[C:8]([O:11][CH2:12][CH2:13][C@@H:14]([C:16]([OH:18])=[O:17])[NH2:15])(=[O:10])[CH3:9].C(OC(=O)C[C:24](=[O:29])[C:25]([F:28])([F:27])[F:26])C.Cl, predict the reaction product. The product is: [F:26][C:25]([F:28])([F:27])[C:24]([NH:15][C@H:14]([C:16]([OH:18])=[O:17])[CH2:13][CH2:12][O:11][C:8](=[O:10])[CH3:9])=[O:29].